Dataset: Aqueous solubility values for 9,982 compounds from the AqSolDB database. Task: Regression/Classification. Given a drug SMILES string, predict its absorption, distribution, metabolism, or excretion properties. Task type varies by dataset: regression for continuous measurements (e.g., permeability, clearance, half-life) or binary classification for categorical outcomes (e.g., BBB penetration, CYP inhibition). For this dataset (solubility_aqsoldb), we predict Y. (1) The molecule is c1ccc2c(c1)-c1cccc3cccc-2c13. The Y is -5.93 log mol/L. (2) The Y is -2.64 log mol/L. The molecule is CCCCCC(=O)OCn1cnc2c1c(=O)n(C)c(=O)n2C. (3) The drug is COc1c(Cl)cc(Cl)c(Cl)c1Cl. The Y is -5.13 log mol/L. (4) The drug is CCN(Cc1cccc(S(=O)(=O)[O-])c1)c1ccc([C+](c2ccc(N(CC)Cc3cccc(S(=O)(=O)[O-])c3)cc2)c2ccccc2S(=O)(=O)[O-])cc1.[Na+].[Na+]. The Y is -0.113 log mol/L. (5) The Y is -2.68 log mol/L. The compound is NS(=O)(=O)c1cc2c(s1)S(=O)(=O)CCC2. (6) The compound is Brc1ccc(-c2ccc(Br)cc2)cc1. The Y is -7.74 log mol/L. (7) The drug is O=[N+]([O-])c1ccccc1Cl. The Y is -2.56 log mol/L. (8) The compound is Nc1nc(N)c2nc[nH]c2n1. The Y is -1.80 log mol/L. (9) The compound is CCOC(=O)CC1(C)CCC(=O)O1. The Y is -0.747 log mol/L.